From a dataset of Forward reaction prediction with 1.9M reactions from USPTO patents (1976-2016). Predict the product of the given reaction. (1) Given the reactants [Br:1][CH2:2][C:3]1[CH:40]=[CH:39][C:6]([CH2:7][O:8][C:9]2[CH:14]=[CH:13][C:12]([CH:15]([OH:38])[CH2:16][CH2:17][CH:18]3[CH:21]([C:22]4[CH:27]=[CH:26][C:25]([O:28][CH3:29])=[CH:24][CH:23]=4)[N:20]([C:30]4[CH:35]=[CH:34][C:33]([F:36])=[CH:32][CH:31]=4)[C:19]3=[O:37])=[CH:11][CH:10]=2)=[CH:5][CH:4]=1.[CH2:41]1[N:46]2[CH2:47][CH2:48][N:43]([CH2:44][CH2:45]2)[CH2:42]1, predict the reaction product. The product is: [Br-:1].[F:36][C:33]1[CH:32]=[CH:31][C:30]([N:20]2[C:19](=[O:37])[CH:18]([CH2:17][CH2:16][CH:15]([C:12]3[CH:13]=[CH:14][C:9]([O:8][CH2:7][C:6]4[CH:5]=[CH:4][C:3]([CH2:2][N+:43]56[CH2:48][CH2:47][N:46]([CH2:45][CH2:44]5)[CH2:41][CH2:42]6)=[CH:40][CH:39]=4)=[CH:10][CH:11]=3)[OH:38])[CH:21]2[C:22]2[CH:27]=[CH:26][C:25]([O:28][CH3:29])=[CH:24][CH:23]=2)=[CH:35][CH:34]=1. (2) Given the reactants [CH:1]1([C:4]2[CH:24]=[CH:23][CH:22]=[CH:21][C:5]=2[CH2:6][N:7]2[C:12]3[N:13]=[C:14](S(C)=O)[N:15]=[CH:16][C:11]=3[CH:10]=[CH:9][C:8]2=[O:20])[CH2:3][CH2:2]1.[CH3:25][N:26]1[CH2:31][CH2:30][N:29]([C:32]2[CH:38]=[CH:37][C:35]([NH2:36])=[CH:34][CH:33]=2)[CH2:28][CH2:27]1, predict the reaction product. The product is: [CH:1]1([C:4]2[CH:24]=[CH:23][CH:22]=[CH:21][C:5]=2[CH2:6][N:7]2[C:12]3[N:13]=[C:14]([NH:36][C:35]4[CH:34]=[CH:33][C:32]([N:29]5[CH2:28][CH2:27][N:26]([CH3:25])[CH2:31][CH2:30]5)=[CH:38][CH:37]=4)[N:15]=[CH:16][C:11]=3[CH:10]=[CH:9][C:8]2=[O:20])[CH2:3][CH2:2]1. (3) Given the reactants Br[C:2]1[CH:15]=[CH:14][C:13]2[C:4](=[C:5]([C:31]3[CH:43]=[CH:42][C:41]4[C:40]5[C:35](=[CH:36][CH:37]=[CH:38][CH:39]=5)[C:34]([CH3:45])([CH3:44])[C:33]=4[CH:32]=3)[C:6]3[C:11]([C:12]=2[C:16]2[CH:28]=[CH:27][C:26]4[C:25]5[C:20](=[CH:21][CH:22]=[CH:23][CH:24]=5)[C:19]([CH3:30])([CH3:29])[C:18]=4[CH:17]=2)=[CH:10][CH:9]=[CH:8][CH:7]=3)[CH:3]=1.[C:46]1(B(O)O)[C:59]2[C:60]3=[C:61]4[C:56](=[CH:57][CH:58]=2)[CH:55]=[CH:54][CH:53]=[C:52]4[CH:51]=[CH:50][C:49]3=[CH:48][CH:47]=1.C1(C)C=CC=CC=1.C(=O)([O-])[O-].[Na+].[Na+], predict the reaction product. The product is: [C:46]1([C:9]2[CH:8]=[CH:7][C:6]3[C:11](=[C:12]([C:16]4[CH:28]=[CH:27][C:26]5[C:25]6[C:20](=[CH:21][CH:22]=[CH:23][CH:24]=6)[C:19]([CH3:30])([CH3:29])[C:18]=5[CH:17]=4)[C:13]4[C:4]([C:5]=3[C:31]3[CH:43]=[CH:42][C:41]5[C:40]6[C:35](=[CH:36][CH:37]=[CH:38][CH:39]=6)[C:34]([CH3:45])([CH3:44])[C:33]=5[CH:32]=3)=[CH:3][CH:2]=[CH:15][CH:14]=4)[CH:10]=2)[C:59]2[C:60]3=[C:61]4[C:56](=[CH:57][CH:58]=2)[CH:55]=[CH:54][CH:53]=[C:52]4[CH:51]=[CH:50][C:49]3=[CH:48][CH:47]=1.